Dataset: Reaction yield outcomes from USPTO patents with 853,638 reactions. Task: Predict the reaction yield, written as a fraction of the theoretical maximum amount of product (1.0 means a 100% yield; for example, 0.34 means a 34% yield). (1) The reactants are [CH3:1][O:2][C:3]1[CH:34]=[C:33]([O:35][CH3:36])[CH:32]=[CH:31][C:4]=1[CH2:5][N:6]1[C:15]2[C:14]3[CH:16]=[C:17]4[C:21](=[CH:22][C:13]=3[CH2:12][CH2:11][C:10]=2[C:9]([OH:26])=[C:8]([C:27]([OH:29])=[O:28])[C:7]1=[O:30])[N:20]([CH3:23])[C:19]([CH2:24][OH:25])=[CH:18]4. The catalyst is C(Cl)Cl.O=[Mn]=O. The product is [CH3:1][O:2][C:3]1[CH:34]=[C:33]([O:35][CH3:36])[CH:32]=[CH:31][C:4]=1[CH2:5][N:6]1[C:15]2[C:14]3[CH:16]=[C:17]4[C:21](=[CH:22][C:13]=3[CH2:12][CH2:11][C:10]=2[C:9]([OH:26])=[C:8]([C:27]([OH:29])=[O:28])[C:7]1=[O:30])[N:20]([CH3:23])[C:19]([CH:24]=[O:25])=[CH:18]4. The yield is 0.690. (2) The product is [NH2:36][C:34]1[CH:33]=[C:32]([C:4]([C:6]2[S:7][C:8]([NH:11][C:12]3[CH:17]=[CH:16][C:15]([N:18]4[CH2:23][CH2:22][N:21]([CH3:24])[CH2:20][CH2:19]4)=[CH:14][C:13]=3[O:25][CH3:26])=[N:9][N:10]=2)=[O:5])[CH:31]=[CH:30][CH:35]=1. The yield is 0.0700. The reactants are CON(C)[C:4]([C:6]1[S:7][C:8]([NH:11][C:12]2[CH:17]=[CH:16][C:15]([N:18]3[CH2:23][CH2:22][N:21]([CH3:24])[CH2:20][CH2:19]3)=[CH:14][C:13]=2[O:25][CH3:26])=[N:9][N:10]=1)=[O:5].CO[C:30]1[CH:35]=[C:34]([N:36]2CCN(C)CC2)[CH:33]=[CH:32][C:31]=1NC1N=C2N(C3CCCCO3)N=CC2=C(O[C:32]2[CH:33]=[C:34]([NH:36]C(=O)C=C)[CH:35]=[CH:30][CH:31]=2)N=1. The catalyst is C1COCC1.